This data is from Catalyst prediction with 721,799 reactions and 888 catalyst types from USPTO. The task is: Predict which catalyst facilitates the given reaction. (1) Reactant: [O:1]1[C:5]2[CH:6]=[CH:7][C:8]([NH:10][C:11](=[O:13])[CH3:12])=[CH:9][C:4]=2[CH2:3][CH2:2]1.[N+:14]([O-])([OH:16])=[O:15].CCOC(C)=O. Product: [N+:14]([C:7]1[C:8]([NH:10][C:11](=[O:13])[CH3:12])=[CH:9][C:4]2[CH2:3][CH2:2][O:1][C:5]=2[CH:6]=1)([O-:16])=[O:15]. The catalyst class is: 52. (2) The catalyst class is: 279. Reactant: C(O[C:9]1[CH:14]=[CH:13][N:12]=[C:11]([NH:15][NH:16][C:17](=O)[CH2:18][CH:19]2[CH2:21][CH2:20]2)[C:10]=1[C:23]#[N:24])C1C=CC=CC=1.O(Cl)[Cl:26].[P+5]. Product: [Cl:26][C:9]1[CH:14]=[CH:13][N:12]2[C:17]([CH2:18][CH:19]3[CH2:21][CH2:20]3)=[N:16][N:15]=[C:11]2[C:10]=1[C:23]#[N:24]. (3) Reactant: [O:1]1[C:5]2[CH:6]=[CH:7][C:8]([C:10]3([C:13]([OH:15])=O)[CH2:12][CH2:11]3)=[CH:9][C:4]=2[CH2:3][CH2:2]1.S(Cl)(Cl)=O.C(N(CC)CC)C.[NH2:27][C:28]1[N:33]=[C:32]([C:34]2[CH:35]=[C:36]([CH:44]=[CH:45][CH:46]=2)[C:37]([O:39]C(C)(C)C)=[O:38])[C:31]([CH3:47])=[CH:30][CH:29]=1.FC(F)(F)C(O)=O. Product: [O:1]1[C:5]2[CH:6]=[CH:7][C:8]([C:10]3([C:13]([NH:27][C:28]4[N:33]=[C:32]([C:34]5[CH:35]=[C:36]([CH:44]=[CH:45][CH:46]=5)[C:37]([OH:39])=[O:38])[C:31]([CH3:47])=[CH:30][CH:29]=4)=[O:15])[CH2:11][CH2:12]3)=[CH:9][C:4]=2[CH2:3][CH2:2]1. The catalyst class is: 9. (4) Reactant: [F:1][C:2]1[CH:3]=[C:4]([C:8](=[O:10])[CH3:9])[CH:5]=[CH:6][CH:7]=1.[Br:11]Br. Product: [Br:11][CH2:9][C:8]([C:4]1[CH:5]=[CH:6][CH:7]=[C:2]([F:1])[CH:3]=1)=[O:10]. The catalyst class is: 22. (5) Reactant: [N+:1]([C:4]1[CH:12]=[C:11]2[C:7]([C:8]([C:13]3[CH:20]=[CH:19][C:16]([C:17]#[N:18])=[CH:15][CH:14]=3)=[CH:9][NH:10]2)=[CH:6][CH:5]=1)([O-:3])=[O:2].[O-]P([O-])([O-])=O.[K+].[K+].[K+].Br[C:30]1[CH:31]=[N:32][CH:33]=[CH:34][CH:35]=1.CN[C@@H]1CCCC[C@H]1NC. Product: [N+:1]([C:4]1[CH:12]=[C:11]2[C:7]([C:8]([C:13]3[CH:14]=[CH:15][C:16]([C:17]#[N:18])=[CH:19][CH:20]=3)=[CH:9][N:10]2[C:30]2[CH:31]=[N:32][CH:33]=[CH:34][CH:35]=2)=[CH:6][CH:5]=1)([O-:3])=[O:2]. The catalyst class is: 471.